This data is from Full USPTO retrosynthesis dataset with 1.9M reactions from patents (1976-2016). The task is: Predict the reactants needed to synthesize the given product. Given the product [CH2:14]([O:13][C:9](=[O:12])[CH2:10][N:8]([C:36]([O:38][CH2:39][CH3:40])=[O:37])[CH2:7][CH2:6][C:2]1[S:1][CH:5]=[CH:4][CH:3]=1)[CH3:15], predict the reactants needed to synthesize it. The reactants are: [S:1]1[CH:5]=[CH:4][CH:3]=[C:2]1[CH2:6][CH2:7][NH2:8].[C:9]([O:13][CH2:14][CH3:15])(=[O:12])[CH:10]=O.[BH-](OC(C)=O)(OC(C)=O)OC(C)=O.[Na+].C([O-])(O)=O.[Na+].Cl[C:36]([O:38][CH2:39][CH3:40])=[O:37].